This data is from Full USPTO retrosynthesis dataset with 1.9M reactions from patents (1976-2016). The task is: Predict the reactants needed to synthesize the given product. (1) Given the product [I:18][C:3]1[C:4]2[C:5](=[N:6][CH:7]=[N:8][C:9]=2[NH2:10])[NH:1][N:2]=1, predict the reactants needed to synthesize it. The reactants are: [NH:1]1[C:5]2=[N:6][CH:7]=[N:8][C:9]([NH2:10])=[C:4]2[CH:3]=[N:2]1.C1C(=O)N([I:18])C(=O)C1.C([O-])(O)=O.[Na+]. (2) Given the product [C:6]([O:10][C@@H:11]([C:17]1[C:26]([CH:27]=[CH2:2])=[CH:25][C:24]2[C:19](=[CH:20][CH:21]=[CH:22][CH:23]=2)[C:18]=1[C:29]1[CH:30]=[CH:31][C:32]([Cl:35])=[CH:33][CH:34]=1)[C:12]([O:14][CH2:15][CH3:16])=[O:13])([CH3:7])([CH3:8])[CH3:9], predict the reactants needed to synthesize it. The reactants are: [Li][CH2:2]CCC.[C:6]([O:10][C@@H:11]([C:17]1[C:26]([CH:27]=O)=[CH:25][C:24]2[C:19](=[CH:20][CH:21]=[CH:22][CH:23]=2)[C:18]=1[C:29]1[CH:34]=[CH:33][C:32]([Cl:35])=[CH:31][CH:30]=1)[C:12]([O:14][CH2:15][CH3:16])=[O:13])([CH3:9])([CH3:8])[CH3:7]. (3) The reactants are: [F:1][C:2]1[CH:7]=[C:6]([NH:8][C:9]([NH:11][CH2:12][CH2:13][F:14])=[O:10])[CH:5]=[CH:4][C:3]=1[C:15]1[N:16]=[C:17]([N:29]2[CH2:34][CH2:33][O:32][CH2:31][C@@H:30]2C)[C:18]2[CH2:23][N:22](C(OCC)=O)[CH2:21][C:19]=2[N:20]=1.ClC1N=[C:39](N2CCOCC2)[C:40]2CN(C(C)C)C[C:41]=2N=1. Given the product [F:1][C:2]1[CH:7]=[C:6]([NH:8][C:9]([NH:11][CH2:12][CH2:13][F:14])=[O:10])[CH:5]=[CH:4][C:3]=1[C:15]1[N:16]=[C:17]([N:29]2[CH2:30][CH2:31][O:32][CH2:33][CH2:34]2)[C:18]2[CH2:23][N:22]([CH:40]([CH3:41])[CH3:39])[CH2:21][C:19]=2[N:20]=1, predict the reactants needed to synthesize it. (4) The reactants are: [CH:1]([N:14]1[CH2:17][C:16](=[O:18])[CH2:15]1)([C:8]1[CH:13]=[CH:12][CH:11]=[CH:10][CH:9]=1)[C:2]1[CH:7]=[CH:6][CH:5]=[CH:4][CH:3]=1.[CH2:19]([Mg]Br)[CH3:20]. Given the product [CH:1]([N:14]1[CH2:17][C:16]([CH2:19][CH3:20])([OH:18])[CH2:15]1)([C:8]1[CH:13]=[CH:12][CH:11]=[CH:10][CH:9]=1)[C:2]1[CH:3]=[CH:4][CH:5]=[CH:6][CH:7]=1, predict the reactants needed to synthesize it. (5) Given the product [CH3:15][C:14]1[C:13](=[O:16])[C:12]2[C:7](=[CH:8][CH:9]=[CH:10][CH:11]=2)[NH:6][C:5]=1[CH2:4][NH:3][C:18](=[O:19])[O:20][CH2:21][CH2:22][CH2:23][CH2:24][CH3:25], predict the reactants needed to synthesize it. The reactants are: Cl.Cl.[NH2:3][CH2:4][C:5]1[NH:6][C:7]2[C:12]([C:13](=[O:16])[C:14]=1[CH3:15])=[CH:11][CH:10]=[CH:9][CH:8]=2.Cl[C:18]([O:20][CH2:21][CH2:22][CH2:23][CH2:24][CH3:25])=[O:19]. (6) Given the product [CH2:22]([CH:24]1[CH2:32][C:27]2([O:28][CH2:29][CH2:30][O:31]2)[CH2:26][CH:25]1[C:33]([NH:2][NH:1][C:3]1[N:4]=[C:5]2[CH:11]=[CH:10][N:9]([S:12]([C:15]3[CH:21]=[CH:20][C:18]([CH3:19])=[CH:17][CH:16]=3)(=[O:13])=[O:14])[C:6]2=[N:7][CH:8]=1)=[O:34])[CH3:23], predict the reactants needed to synthesize it. The reactants are: [NH:1]([C:3]1[N:4]=[C:5]2[CH:11]=[CH:10][N:9]([S:12]([C:15]3[CH:21]=[CH:20][C:18]([CH3:19])=[CH:17][CH:16]=3)(=[O:14])=[O:13])[C:6]2=[N:7][CH:8]=1)[NH2:2].[CH2:22]([CH:24]1[CH2:32][C:27]2([O:31][CH2:30][CH2:29][O:28]2)[CH2:26][CH:25]1[C:33](O)=[O:34])[CH3:23].CN(C(ON1N=NC2C=CC=NC1=2)=[N+](C)C)C.F[P-](F)(F)(F)(F)F. (7) Given the product [CH2:11]([O:10][CH:4]([O:3][CH2:1][CH3:2])[C:5](=[O:7])[CH2:13][C:14]1[CH:22]=[CH:21][CH:20]=[C:16]([CH3:17])[CH:15]=1)[CH3:12], predict the reactants needed to synthesize it. The reactants are: [CH2:1]([O:3][CH:4]([O:10][CH2:11][CH3:12])[C:5]([O:7]CC)=O)[CH3:2].[CH3:13][C:14]1[CH:15]=[C:16]([CH:20]=[CH:21][CH:22]=1)[CH2:17][Mg]Cl.[Cl-].[NH4+]. (8) Given the product [Br:13][C:14]1[CH:15]=[CH:16][C:17]([C@H:20]([C:28]2[CH:33]=[CH:32][CH:31]=[CH:30][C:29]=2[CH3:34])[CH2:21][C:22](=[O:23])[CH2:1][C:2]2[CH:7]=[CH:6][N:5]=[CH:4][CH:3]=2)=[CH:18][CH:19]=1, predict the reactants needed to synthesize it. The reactants are: [CH3:1][C:2]1[CH:7]=[CH:6][N:5]=[CH:4][CH:3]=1.C([Li])CCC.[Br:13][C:14]1[CH:19]=[CH:18][C:17]([C@H:20]([C:28]2[CH:33]=[CH:32][CH:31]=[CH:30][C:29]=2[CH3:34])[CH2:21][C:22](N(OC)C)=[O:23])=[CH:16][CH:15]=1.C(=O)([O-])O.[Na+]. (9) Given the product [CH3:11][O:12]/[N:13]=[CH:8]/[C:5]1[CH:4]=[N:3][C:2]([Br:1])=[CH:7][CH:6]=1, predict the reactants needed to synthesize it. The reactants are: [Br:1][C:2]1[CH:7]=[CH:6][C:5]([CH:8]=O)=[CH:4][N:3]=1.Cl.[CH3:11][O:12][NH2:13]. (10) Given the product [CH2:26]([N:28]1[CH2:32][CH2:31][C@H:30]([CH2:33][NH:34][C:2]2[CH:7]=[CH:6][CH:5]=[CH:4][C:3]=2[S:8]([NH:11][C:12]2[C:21]([C:22]([OH:24])=[O:23])=[C:20]3[C:15]([CH:16]4[CH2:25][CH:17]4[CH2:18][O:19]3)=[CH:14][CH:13]=2)(=[O:10])=[O:9])[CH2:29]1)[CH3:27], predict the reactants needed to synthesize it. The reactants are: F[C:2]1[CH:7]=[CH:6][CH:5]=[CH:4][C:3]=1[S:8]([NH:11][C:12]1[C:21]([C:22]([OH:24])=[O:23])=[C:20]2[C:15]([CH:16]3[CH2:25][CH:17]3[CH2:18][O:19]2)=[CH:14][CH:13]=1)(=[O:10])=[O:9].[CH2:26]([N:28]1[CH2:32][CH2:31][C@H:30]([CH2:33][NH2:34])[CH2:29]1)[CH3:27].C(N(CC)CC)C.